Regression/Classification. Given a drug SMILES string, predict its absorption, distribution, metabolism, or excretion properties. Task type varies by dataset: regression for continuous measurements (e.g., permeability, clearance, half-life) or binary classification for categorical outcomes (e.g., BBB penetration, CYP inhibition). Dataset: hlm. From a dataset of Human liver microsome stability data. The result is 0 (unstable in human liver microsomes). The molecule is C[C@@H]1CCCN1CCCOc1ccc(-c2ccc(=O)n(C)n2)cc1.